This data is from hERG potassium channel inhibition data for cardiac toxicity prediction from Karim et al.. The task is: Regression/Classification. Given a drug SMILES string, predict its toxicity properties. Task type varies by dataset: regression for continuous values (e.g., LD50, hERG inhibition percentage) or binary classification for toxic/non-toxic outcomes (e.g., AMES mutagenicity, cardiotoxicity, hepatotoxicity). Dataset: herg_karim. (1) The molecule is COC1COCCC1NC1CCC(C(=O)N2CCN(c3cncc(C(F)(F)F)n3)CC2)(C(C)C)C1. The result is 1 (blocker). (2) The drug is O=C(NCc1ccncc1)C1c2ccccc2C(=O)N1Cc1ccccc1-c1ccccc1. The result is 0 (non-blocker). (3) The compound is Nc1ccccc1NC(=O)c1ccc(N2CCC3(CC2)C(=O)NCN3c2ccccc2)nc1. The result is 0 (non-blocker). (4) The result is 1 (blocker). The compound is Cc1ccc(OCCCc2cccc(C#CCOc3ccccc3)[n+]2C)cc1. (5) The drug is Fc1cc2c(cn1)C1(CCN(Cc3ccc(Nc4ccc(F)c(F)c4)cc3)CC1)OC2. The result is 1 (blocker). (6) The molecule is Cc1ccccc1CN(c1ccc(C#N)c(Cl)c1)[C@H]1CCN(S(C)(=O)=O)C1. The result is 1 (blocker). (7) The molecule is CCOC(=O)c1nn(-c2ccccc2)/c(=N/c2nc(-c3ccccc3)cc(-c3ccccc3)c2C#N)s1. The result is 0 (non-blocker).